From a dataset of Peptide-MHC class II binding affinity with 134,281 pairs from IEDB. Regression. Given a peptide amino acid sequence and an MHC pseudo amino acid sequence, predict their binding affinity value. This is MHC class II binding data. (1) The MHC is HLA-DPA10301-DPB10402 with pseudo-sequence HLA-DPA10301-DPB10402. The binding affinity (normalized) is 0.466. The peptide sequence is GPVTILNWSFVRNDQ. (2) The peptide sequence is WAVKPKAVRQIEDQL. The MHC is H-2-IAb with pseudo-sequence H-2-IAb. The binding affinity (normalized) is 0. (3) The peptide sequence is GELQISDKIDAAFKI. The MHC is DRB1_0701 with pseudo-sequence DRB1_0701. The binding affinity (normalized) is 0.758. (4) The MHC is HLA-DQA10104-DQB10503 with pseudo-sequence HLA-DQA10104-DQB10503. The binding affinity (normalized) is 0.453. The peptide sequence is GEPIRFLLSYGEKDF. (5) The peptide sequence is AFKVAFTAANAAPAN. The MHC is HLA-DPA10201-DPB11401 with pseudo-sequence HLA-DPA10201-DPB11401. The binding affinity (normalized) is 0.719.